This data is from Reaction yield outcomes from USPTO patents with 853,638 reactions. The task is: Predict the reaction yield, written as a fraction of the theoretical maximum amount of product (1.0 means a 100% yield; for example, 0.34 means a 34% yield). (1) The reactants are [CH3:1][O:2][CH2:3][CH2:4][O:5][C:6]1[CH:7]=[C:8]2[C:12](=[C:13]([N:15]([CH3:25])[S:16]([C:19]3[CH:24]=[CH:23][CH:22]=[CH:21][N:20]=3)(=[O:18])=[O:17])[CH:14]=1)[NH:11][C:10]([C:26](O)=[O:27])=[CH:9]2.N1(O)C2C=CC=CC=2N=N1.[CH2:39]([S:46][C:47]([CH3:55])([CH:50]([O:53][CH3:54])[O:51][CH3:52])[CH2:48][NH2:49])[C:40]1[CH:45]=[CH:44][CH:43]=[CH:42][CH:41]=1.Cl.CN(C)CCCN=C=NCC. The catalyst is CN(C)C=O. The product is [CH2:39]([S:46][C:47]([CH3:55])([CH:50]([O:51][CH3:52])[O:53][CH3:54])[CH2:48][NH:49][C:26]([C:10]1[NH:11][C:12]2[C:8]([CH:9]=1)=[CH:7][C:6]([O:5][CH2:4][CH2:3][O:2][CH3:1])=[CH:14][C:13]=2[N:15]([CH3:25])[S:16]([C:19]1[CH:24]=[CH:23][CH:22]=[CH:21][N:20]=1)(=[O:18])=[O:17])=[O:27])[C:40]1[CH:45]=[CH:44][CH:43]=[CH:42][CH:41]=1. The yield is 0.760. (2) The reactants are C[O:2][C:3](=[O:30])[CH2:4][CH2:5][C:6]([CH3:29])=[CH:7][CH2:8][C:9]1[C:10]([O:22][CH2:23][CH2:24][Si:25]([CH3:28])([CH3:27])[CH3:26])=[C:11]2[C:15](=[C:16]([CH3:20])[C:17]=1[O:18][CH3:19])[CH2:14][O:13][C:12]2=[O:21].[OH-].[Na+].Cl. The catalyst is CO.O. The product is [CH3:19][O:18][C:17]1[C:16]([CH3:20])=[C:15]2[C:11]([C:12](=[O:21])[O:13][CH2:14]2)=[C:10]([O:22][CH2:23][CH2:24][Si:25]([CH3:27])([CH3:26])[CH3:28])[C:9]=1[CH2:8][CH:7]=[C:6]([CH3:29])[CH2:5][CH2:4][C:3]([OH:30])=[O:2]. The yield is 0.830. (3) The reactants are [NH2:1][C:2]1[C:3]2[N:4]([C:8]([C@@H:26]3[CH2:30][CH2:29][CH2:28][NH:27]3)=[N:9][C:10]=2[C:11]2[CH:25]=[CH:24][C:14]([C:15]([NH:17][C:18]3[CH:23]=[CH:22][CH:21]=[CH:20][N:19]=3)=[O:16])=[CH:13][CH:12]=2)[CH:5]=[CH:6][N:7]=1.[CH3:31][N:32]([CH3:39])[CH2:33][C:34]#[C:35][C:36](O)=[O:37]. No catalyst specified. The product is [NH2:1][C:2]1[C:3]2[N:4]([C:8]([C@@H:26]3[CH2:30][CH2:29][CH2:28][N:27]3[C:36](=[O:37])[C:35]#[C:34][CH2:33][N:32]([CH3:39])[CH3:31])=[N:9][C:10]=2[C:11]2[CH:25]=[CH:24][C:14]([C:15]([NH:17][C:18]3[CH:23]=[CH:22][CH:21]=[CH:20][N:19]=3)=[O:16])=[CH:13][CH:12]=2)[CH:5]=[CH:6][N:7]=1. The yield is 0.120. (4) The reactants are [Cl:1][C:2]([Cl:35])([Cl:34])[CH2:3][O:4][C:5](=[O:33])[NH:6][C:7]1[CH:12]=[CH:11][C:10]([O:13][C:14]2[CH:19]=[CH:18][C:17]([C:20](=[O:29])[NH:21][C:22]3[CH:27]=[CH:26][C:25]([Br:28])=[CH:24][CH:23]=3)=[CH:16][C:15]=2[N+:30]([O-])=O)=[CH:9][CH:8]=1.[Cl-].[NH4+].O1CCCC1.O. The catalyst is C(O)C.[Fe]. The product is [Cl:35][C:2]([Cl:1])([Cl:34])[CH2:3][O:4][C:5](=[O:33])[NH:6][C:7]1[CH:8]=[CH:9][C:10]([O:13][C:14]2[CH:19]=[CH:18][C:17]([C:20](=[O:29])[NH:21][C:22]3[CH:27]=[CH:26][C:25]([Br:28])=[CH:24][CH:23]=3)=[CH:16][C:15]=2[NH2:30])=[CH:11][CH:12]=1. The yield is 0.420. (5) The reactants are C[O:2][C:3]1[CH:4]=[C:5]2[C:10](=[CH:11][CH:12]=1)[CH:9]([CH2:13][C:14]([O:16][CH2:17][CH3:18])=[O:15])[NH:8][CH2:7][CH2:6]2.B(Br)(Br)Br.C(=O)([O-])O.[Na+].[C:28](O[C:28]([O:30][C:31]([CH3:34])([CH3:33])[CH3:32])=[O:29])([O:30][C:31]([CH3:34])([CH3:33])[CH3:32])=[O:29]. The catalyst is ClCCl.O1CCCC1.O. The product is [CH2:17]([O:16][C:14]([CH2:13][CH:9]1[C:10]2[C:5](=[CH:4][C:3]([OH:2])=[CH:12][CH:11]=2)[CH2:6][CH2:7][N:8]1[C:28]([O:30][C:31]([CH3:34])([CH3:33])[CH3:32])=[O:29])=[O:15])[CH3:18]. The yield is 0.260. (6) The product is [CH3:1][N:2]([CH2:4][C:5]1[CH:6]=[CH:7][C:8]([CH:11]2[NH:12][C:13]3[C:18]4[C:19](=[N:34][NH:35][C:28](=[O:30])[C:17]=4[CH:16]=[CH:15][CH:14]=3)[CH:20]2[C:21]2[N:25]([CH3:26])[N:24]=[CH:23][N:22]=2)=[CH:9][CH:10]=1)[CH3:3]. The catalyst is CO. The yield is 0.480. The reactants are [CH3:1][N:2]([CH2:4][C:5]1[CH:10]=[CH:9][C:8]([CH:11]2[CH:20]([C:21]3[N:25]([CH3:26])[N:24]=[CH:23][N:22]=3)[C:19](=O)[C:18]3[C:17]([C:28]([O:30]CC)=O)=[CH:16][CH:15]=[CH:14][C:13]=3[NH:12]2)=[CH:7][CH:6]=1)[CH3:3].O.[NH2:34][NH2:35]. (7) The reactants are [Cl:1][C:2]1[CH:22]=[C:21]([Cl:23])[CH:20]=[CH:19][C:3]=1[CH2:4][N:5]1[C:9]([CH2:10][CH2:11][C:12]([OH:14])=O)=[CH:8][C:7]([O:15][CH:16]([CH3:18])[CH3:17])=[N:6]1.[CH2:24]([S:27]([NH2:30])(=[O:29])=[O:28])[CH2:25][CH3:26].N12CCCN=C1CCCCC2. The catalyst is O1CCCC1. The product is [Cl:1][C:2]1[CH:22]=[C:21]([Cl:23])[CH:20]=[CH:19][C:3]=1[CH2:4][N:5]1[C:9]([CH2:10][CH2:11][C:12]([NH:30][S:27]([CH2:24][CH2:25][CH3:26])(=[O:29])=[O:28])=[O:14])=[CH:8][C:7]([O:15][CH:16]([CH3:18])[CH3:17])=[N:6]1. The yield is 0.800.